Dataset: Reaction yield outcomes from USPTO patents with 853,638 reactions. Task: Predict the reaction yield, written as a fraction of the theoretical maximum amount of product (1.0 means a 100% yield; for example, 0.34 means a 34% yield). (1) The reactants are [NH2:1][C:2]1[CH:15]=[CH:14][CH:13]=[CH:12][C:3]=1[C:4]([C:6]1[CH:11]=[CH:10][CH:9]=[CH:8][CH:7]=1)=O.[Cl:16][CH2:17][C:18]([C:20]1[S:24][C:23]([CH2:25][C:26]([O:28][CH3:29])=[O:27])=[CH:22][CH:21]=1)=O.[Si](Cl)(C)(C)C.O. The product is [Cl:16][C:17]1[C:18]([C:20]2[S:24][C:23]([CH2:25][C:26]([O:28][CH3:29])=[O:27])=[CH:22][CH:21]=2)=[N:1][C:2]2[C:3]([C:4]=1[C:6]1[CH:11]=[CH:10][CH:9]=[CH:8][CH:7]=1)=[CH:12][CH:13]=[CH:14][CH:15]=2. The yield is 0.280. The catalyst is CN(C=O)C.CCOC(C)=O. (2) The reactants are Cl.[Cl:2][C:3]1[CH:23]=[CH:22][C:6]([O:7][C:8]2[CH:21]=[CH:20][C:11]([O:12][CH2:13][C@@H:14]3[CH2:19][CH2:18][CH2:17][CH2:16][NH:15]3)=[CH:10][CH:9]=2)=[CH:5][CH:4]=1.Br[CH2:25][CH2:26][CH2:27][C:28]([O:30][CH3:31])=[O:29].C(N(CC)CC)C. The catalyst is ClCCl.O. The product is [CH3:31][O:30][C:28](=[O:29])[CH2:27][CH2:26][CH2:25][N:15]1[CH2:16][CH2:17][CH2:18][CH2:19][C@H:14]1[CH2:13][O:12][C:11]1[CH:20]=[CH:21][C:8]([O:7][C:6]2[CH:22]=[CH:23][C:3]([Cl:2])=[CH:4][CH:5]=2)=[CH:9][CH:10]=1. The yield is 0.340. (3) The reactants are [F:1][C:2]([F:11])([F:10])[C:3]1[CH:9]=[CH:8][C:6]([NH2:7])=[CH:5][CH:4]=1.C(N(CC)CC)C.[CH:19]([C:21]1[CH:29]=[CH:28][C:24]([C:25](Cl)=[O:26])=[CH:23][CH:22]=1)=[O:20]. The catalyst is CN(C)C1C=CN=CC=1. The product is [CH:19]([C:21]1[CH:29]=[CH:28][C:24]([C:25]([NH:7][C:6]2[CH:8]=[CH:9][C:3]([C:2]([F:10])([F:11])[F:1])=[CH:4][CH:5]=2)=[O:26])=[CH:23][CH:22]=1)=[O:20]. The yield is 0.710. (4) The reactants are [Cl:1][C:2]1[CH:7]=[CH:6][C:5]([Cl:8])=[CH:4][C:3]=1[S:9]([NH:12][C@H:13]1[CH2:17][N:16]([C:18]([O:20][C:21]([CH3:24])([CH3:23])[CH3:22])=[O:19])[C@@H:15]([CH2:25][N:26]2C(=O)C3C(=CC=CC=3)C2=O)[CH2:14]1)(=[O:11])=[O:10].O.NN. The catalyst is CCO. The product is [NH2:26][CH2:25][C@H:15]1[CH2:14][C@@H:13]([NH:12][S:9]([C:3]2[CH:4]=[C:5]([Cl:8])[CH:6]=[CH:7][C:2]=2[Cl:1])(=[O:10])=[O:11])[CH2:17][N:16]1[C:18]([O:20][C:21]([CH3:24])([CH3:23])[CH3:22])=[O:19]. The yield is 0.640. (5) The reactants are [NH2:1][C@H:2]([CH2:5][O:6][C:7]1[CH:12]=[CH:11][C:10]([C:13]2[CH:18]=[CH:17][C:16]([O:19][C:20]([F:23])([F:22])[F:21])=[CH:15][CH:14]=2)=[CH:9][CH:8]=1)[CH2:3][OH:4].[CH:24](=O)[C:25]1[CH:30]=[CH:29][C:28]([O:31][CH3:32])=[CH:27][CH:26]=1.CCCCCCC. The product is [CH3:32][O:31][C:28]1[CH:29]=[CH:30][C:25](/[CH:24]=[N:1]/[C@H:2]([CH2:5][O:6][C:7]2[CH:8]=[CH:9][C:10]([C:13]3[CH:18]=[CH:17][C:16]([O:19][C:20]([F:21])([F:22])[F:23])=[CH:15][CH:14]=3)=[CH:11][CH:12]=2)[CH2:3][OH:4])=[CH:26][CH:27]=1. The catalyst is C1(C)C=CC=CC=1. The yield is 0.976. (6) The reactants are [NH2:1][C:2]1[O:6][N:5]=[C:4]([CH3:7])[C:3]=1[Br:8].[C:9]1([C:19]2[CH:24]=[CH:23][CH:22]=[CH:21][CH:20]=2)[CH:14]=[CH:13][C:12]([S:15](Cl)(=[O:17])=[O:16])=[CH:11][CH:10]=1. The catalyst is N1C=CC=CC=1.ClCCl. The product is [C:9]1([C:19]2[CH:24]=[CH:23][CH:22]=[CH:21][CH:20]=2)[CH:14]=[CH:13][C:12]([S:15]([N:1]([C:2]2[O:6][N:5]=[C:4]([CH3:7])[C:3]=2[Br:8])[S:15]([C:12]2[CH:11]=[CH:10][C:9]([C:19]3[CH:24]=[CH:23][CH:22]=[CH:21][CH:20]=3)=[CH:14][CH:13]=2)(=[O:17])=[O:16])(=[O:17])=[O:16])=[CH:11][CH:10]=1. The yield is 0.600. (7) The yield is 0.370. The catalyst is C(#N)C. The reactants are [Cl:1][C:2]1[CH:3]=[C:4]([N:8]2[N:12]=[N:11][C:10]([CH:13](OS(C)(=O)=O)[CH3:14])=[N:9]2)[CH:5]=[CH:6][CH:7]=1.C(=O)([O-])[O-].[K+].[K+].[CH2:26]([O:28][C:29]([N:31]1[CH2:36][CH2:35][NH:34][CH2:33][CH2:32]1)=[O:30])[CH3:27]. The product is [Cl:1][C:2]1[CH:3]=[C:4]([N:8]2[N:12]=[N:11][C:10]([CH:13]([N:34]3[CH2:33][CH2:32][N:31]([C:29]([O:28][CH2:26][CH3:27])=[O:30])[CH2:36][CH2:35]3)[CH3:14])=[N:9]2)[CH:5]=[CH:6][CH:7]=1. (8) The reactants are Cl[C:2]1[N:3]=[C:4]([NH:18][CH2:19][CH2:20][CH3:21])[C:5]2[N:6]=[C:7]([NH:16][CH3:17])[N:8]=[C:9]([NH:12][CH2:13][CH2:14][CH3:15])[C:10]=2[N:11]=1.[CH3:22][O:23][CH:24]1[CH2:29][CH2:28][NH:27][CH2:26][CH2:25]1.CNC1N=C(NCCC)C2N=C(N3CCOCC3)N=C(NCCC)C=2N=1. No catalyst specified. The product is [CH3:17][NH:16][C:7]1[N:8]=[C:9]([NH:12][CH2:13][CH2:14][CH3:15])[C:10]2[N:11]=[C:2]([N:27]3[CH2:28][CH2:29][CH:24]([O:23][CH3:22])[CH2:25][CH2:26]3)[N:3]=[C:4]([NH:18][CH2:19][CH2:20][CH3:21])[C:5]=2[N:6]=1. The yield is 0.830. (9) The reactants are Cl.[O:2]1[C:11]2[C:6](=[CH:7][CH:8]=[CH:9][CH:10]=2)[CH:5]([NH:12][C:13]2[C:14]3[N:15]([C:22]([CH3:26])=[C:23]([CH3:25])[N:24]=3)[CH:16]=[C:17]([C:19]([OH:21])=O)[CH:18]=2)[CH2:4][CH2:3]1.Cl.[CH3:28][NH:29][CH3:30].Cl.CN(C)CCCN=C=NCC.O.ON1C2C=CC=CC=2N=N1. The catalyst is ClCCl.C(N(CC)CC)C. The product is [O:2]1[C:11]2[C:6](=[CH:7][CH:8]=[CH:9][CH:10]=2)[CH:5]([NH:12][C:13]2[C:14]3[N:15]([C:22]([CH3:26])=[C:23]([CH3:25])[N:24]=3)[CH:16]=[C:17]([C:19]([N:29]([CH3:30])[CH3:28])=[O:21])[CH:18]=2)[CH2:4][CH2:3]1. The yield is 0.920. (10) The yield is 0.580. The product is [C:32]([N:27]1[CH2:28][CH2:29][CH2:30][C@H:26]1[CH2:25][O:24][C:18]1[CH:17]=[C:16]2[C:21]([C:12]([O:11][C:10]3[C:2]([F:1])=[C:3]4[C:7](=[CH:8][CH:9]=3)[NH:6][C:5]([CH3:31])=[CH:4]4)=[N:13][CH:14]=[N:15]2)=[CH:20][C:19]=1[O:22][CH3:23])(=[O:34])[CH3:33]. The reactants are [F:1][C:2]1[C:10]([O:11][C:12]2[C:21]3[C:16](=[CH:17][C:18]([O:24][CH2:25][C@@H:26]4[CH2:30][CH2:29][CH2:28][NH:27]4)=[C:19]([O:22][CH3:23])[CH:20]=3)[N:15]=[CH:14][N:13]=2)=[CH:9][CH:8]=[C:7]2[C:3]=1[CH:4]=[C:5]([CH3:31])[NH:6]2.[C:32](Cl)(=[O:34])[CH3:33]. No catalyst specified.